From a dataset of Forward reaction prediction with 1.9M reactions from USPTO patents (1976-2016). Predict the product of the given reaction. (1) Given the reactants [Cl:1][C:2]1[CH:7]=[C:6]([O:8][C:9]2[C:18]3[C:13](=[CH:14][C:15]([OH:21])=[C:16]([O:19][CH3:20])[CH:17]=3)[N:12]=[CH:11][CH:10]=2)[CH:5]=[CH:4][C:3]=1[NH:22][C:23]([NH:25][C:26]1[CH:31]=[CH:30][C:29]([F:32])=[CH:28][C:27]=1[F:33])=[O:24].C(=O)([O-])[O-].[K+].[K+].Cl.[N:41]1[CH:46]=[CH:45][CH:44]=[C:43]([CH2:47]Cl)[CH:42]=1, predict the reaction product. The product is: [Cl:1][C:2]1[CH:7]=[C:6]([O:8][C:9]2[C:18]3[C:13](=[CH:14][C:15]([O:21][CH2:47][C:43]4[CH:42]=[N:41][CH:46]=[CH:45][CH:44]=4)=[C:16]([O:19][CH3:20])[CH:17]=3)[N:12]=[CH:11][CH:10]=2)[CH:5]=[CH:4][C:3]=1[NH:22][C:23]([NH:25][C:26]1[CH:31]=[CH:30][C:29]([F:32])=[CH:28][C:27]=1[F:33])=[O:24]. (2) Given the reactants F[C:2]1[N:7]=[C:6]([C:8]2[C:16]3[C:11](=[CH:12][N:13]=[C:14]([C:17]4[CH:18]=[N:19][N:20]([CH3:22])[CH:21]=4)[CH:15]=3)[N:10](C3CCCCO3)[N:9]=2)[CH:5]=[CH:4][CH:3]=1.[NH:29]1[CH2:34][CH2:33][CH:32]([NH:35]C(=O)OC(C)(C)C)[CH2:31][CH2:30]1, predict the reaction product. The product is: [CH3:22][N:20]1[CH:21]=[C:17]([C:14]2[CH:15]=[C:16]3[C:8]([C:6]4[N:7]=[C:2]([N:29]5[CH2:34][CH2:33][CH:32]([NH2:35])[CH2:31][CH2:30]5)[CH:3]=[CH:4][CH:5]=4)=[N:9][NH:10][C:11]3=[CH:12][N:13]=2)[CH:18]=[N:19]1. (3) The product is: [C:1]([C:5]1[CH:10]=[CH:9][C:8]([N+:11]([O-:13])=[O:12])=[CH:7][C:6]=1[CH:14]=[CH:15][CH2:16][CH:17]=[O:18])([CH3:4])([CH3:2])[CH3:3]. Given the reactants [C:1]([C:5]1[CH:10]=[CH:9][C:8]([N+:11]([O-:13])=[O:12])=[CH:7][C:6]=1[CH:14]=[CH:15][CH2:16][CH2:17][OH:18])([CH3:4])([CH3:3])[CH3:2].C(Cl)(=O)C(Cl)=O.CS(C)=O.[NH4+].[Cl-], predict the reaction product.